This data is from Catalyst prediction with 721,799 reactions and 888 catalyst types from USPTO. The task is: Predict which catalyst facilitates the given reaction. (1) Reactant: Cl[CH2:2][C:3]1[N:7]([CH3:8])[C:6]2[CH:9]=[CH:10][CH:11]=[CH:12][C:5]=2[N:4]=1.C(=O)([O-])[O-].[K+].[K+].[CH3:19][O:20][C:21](=[O:29])[C:22]1[CH:27]=[CH:26][C:25]([OH:28])=[CH:24][CH:23]=1. Product: [CH3:19][O:20][C:21](=[O:29])[C:22]1[CH:27]=[CH:26][C:25]([O:28][CH2:2][C:3]2[N:7]([CH3:8])[C:6]3[CH:9]=[CH:10][CH:11]=[CH:12][C:5]=3[N:4]=2)=[CH:24][CH:23]=1. The catalyst class is: 21. (2) Reactant: [Cl:1][C:2]1[CH:3]=[C:4]([NH:9][C:10]([N:12]2[CH2:17][CH2:16][N:15]([CH2:18][C@@H:19]3[CH2:24][CH2:23][CH2:22][NH:21][CH2:20]3)[CH2:14][CH2:13]2)=[O:11])[CH:5]=[CH:6][C:7]=1[Cl:8].C(N(CC)C(C)C)(C)C.[C:34]([O:41][CH3:42])(=[O:40])[CH2:35][CH2:36][C:37]([O-])=[O:38].F[P-](F)(F)(F)(F)F.N1(OC(N(C)C)=[N+](C)C)C2N=CC=CC=2N=N1. Product: [Cl:1][C:2]1[CH:3]=[C:4]([NH:9][C:10]([N:12]2[CH2:17][CH2:16][N:15]([CH2:18][C@@H:19]3[CH2:24][CH2:23][CH2:22][N:21]([C:37](=[O:38])[CH2:36][CH2:35][C:34]([O:41][CH3:42])=[O:40])[CH2:20]3)[CH2:14][CH2:13]2)=[O:11])[CH:5]=[CH:6][C:7]=1[Cl:8]. The catalyst class is: 9.